Dataset: TCR-epitope binding with 47,182 pairs between 192 epitopes and 23,139 TCRs. Task: Binary Classification. Given a T-cell receptor sequence (or CDR3 region) and an epitope sequence, predict whether binding occurs between them. (1) The epitope is QYDPVAALF. The TCR CDR3 sequence is CASAGVSDEQYF. Result: 0 (the TCR does not bind to the epitope). (2) The epitope is HTTDPSFLGRY. The TCR CDR3 sequence is CASSQEREGWNTEAFF. Result: 1 (the TCR binds to the epitope).